Dataset: Reaction yield outcomes from USPTO patents with 853,638 reactions. Task: Predict the reaction yield, written as a fraction of the theoretical maximum amount of product (1.0 means a 100% yield; for example, 0.34 means a 34% yield). (1) The reactants are [F:1][C:2]1[CH:3]=[C:4]2C(=[CH:9][CH:10]=1)NC(=O)[C:5]2=[N:12][N:13]=CC1(C)CC(C)(C(O)=O)CN1.Cl.C(N=C=NCCCN(C)C)C.[OH:37][C:38]1C2N=NNC=2[CH:41]=[CH:40][CH:39]=1.C([N:49]([CH2:52][CH3:53])[CH2:50][CH3:51])C.[NH2:54][C:55]1[CH:60]=[C:59]([F:61])[CH:58]=[CH:57][C:56]=1[NH:62][C:63](=[O:75])[C:64]1[CH:69]=[CH:68][C:67]([NH:70][CH2:71][CH2:72][CH2:73][NH2:74])=[N:66][CH:65]=1.[CH3:76][N:77]([CH:79]=[O:80])C. The catalyst is [Cl-].[Na+].O. The product is [NH2:54][C:55]1[CH:60]=[C:59]([F:61])[CH:58]=[CH:57][C:56]=1[NH:62][C:63](=[O:75])[C:64]1[CH:69]=[CH:68][C:67]([NH:70][CH2:71][CH2:72][CH2:73][NH:74][C:38]([C:39]2[C:40]([CH3:41])=[C:52]([CH:53]=[N:13][N:12]=[C:5]3[C:4]4[C:76](=[CH:9][CH:10]=[C:2]([F:1])[CH:3]=4)[NH:77][C:79]3=[O:80])[NH:49][C:50]=2[CH3:51])=[O:37])=[N:66][CH:65]=1. The yield is 0.720. (2) The reactants are [CH2:1]([O:3][C:4]([C:6]1[O:7][C:8]2[CH:15]=[CH:14]C=[C:12]([OH:16])[C:9]=2[C:10]=1[CH3:11])=[O:5])[CH3:2].[Cl:17]N1C(=O)CCC1=O.[C:25]([Cl:29])(Cl)(Cl)Cl. No catalyst specified. The product is [CH2:1]([O:3][C:4]([C:6]1[O:7][C:8]2[C:15]([Cl:17])=[CH:14][C:25]([Cl:29])=[C:12]([OH:16])[C:9]=2[C:10]=1[CH3:11])=[O:5])[CH3:2]. The yield is 0.300.